From a dataset of Forward reaction prediction with 1.9M reactions from USPTO patents (1976-2016). Predict the product of the given reaction. Given the reactants [N+:1]([C:4]1[CH:12]=[CH:11][CH:10]=[C:9]2[C:5]=1[CH:6]=[N:7][NH:8]2)([O-:3])=[O:2].[C:13](=O)([O-])[O-].[K+].[K+].Cl.Cl[CH2:21][CH2:22][CH:23]1CCNCC1.[CH3:29][N:30]([CH:32]=O)[CH3:31], predict the reaction product. The product is: [N+:1]([C:4]1[CH:12]=[CH:11][CH:10]=[C:9]2[C:5]=1[CH:6]=[N:7][N:8]2[CH2:13][CH2:29][N:30]1[CH2:32][CH2:23][CH2:22][CH2:21][CH2:31]1)([O-:3])=[O:2].